Task: Regression. Given a peptide amino acid sequence and an MHC pseudo amino acid sequence, predict their binding affinity value. This is MHC class I binding data.. Dataset: Peptide-MHC class I binding affinity with 185,985 pairs from IEDB/IMGT The peptide sequence is RSSPRETMK. The MHC is HLA-A03:01 with pseudo-sequence HLA-A03:01. The binding affinity (normalized) is 0.489.